This data is from Experimentally validated miRNA-target interactions with 360,000+ pairs, plus equal number of negative samples. The task is: Binary Classification. Given a miRNA mature sequence and a target amino acid sequence, predict their likelihood of interaction. The miRNA is hsa-miR-892c-5p with sequence UAUUCAGAAAGGUGCCAGUCA. The protein sequence of the target gene is MTEEEDYMSDSFINVQEDVRPGVPMLRQIREARRKEEKQQQANLRNRQKSVKEEERERRDIGLKNALGCENKGFALLQKMGYKSGQALGKSGDGIVEPIPLNVKTGKSGIGHESSLKRKAEERLENYRRKIHMKNQNEAKAAEEFRMRLKSKQDEMRLEGDLRRSQRACQQLDAQKNIQVPREAWYWLRPEEETEEEEEEEEKEEQDEDECPSEDLSVLEKLQILTGYLREEHLYCIWCGTAYEDKEDLSSNCPGPTSADHD. Result: 0 (no interaction).